From a dataset of Full USPTO retrosynthesis dataset with 1.9M reactions from patents (1976-2016). Predict the reactants needed to synthesize the given product. (1) Given the product [NH2:28][CH2:27][C:21]1[CH:22]=[N:23][C:24]2[C:19]([CH:20]=1)=[CH:18][CH:17]=[C:16]([NH:15][C:13](=[O:14])[C:12]1[CH:39]=[CH:40][C:9]([O:8][CH2:7][CH:4]3[CH2:5][CH2:6]3)=[CH:10][CH:11]=1)[C:25]=2[F:26], predict the reactants needed to synthesize it. The reactants are: O.NN.[CH:4]1([CH2:7][O:8][C:9]2[CH:40]=[CH:39][C:12]([C:13]([NH:15][C:16]3[C:25]([F:26])=[C:24]4[C:19]([CH:20]=[C:21]([CH2:27][N:28]5C(=O)C6C(=CC=CC=6)C5=O)[CH:22]=[N:23]4)=[CH:18][CH:17]=3)=[O:14])=[CH:11][CH:10]=2)[CH2:6][CH2:5]1.C(OCC)(=O)C. (2) Given the product [Cl:20][C:21]1[N:26]=[CH:25][C:24]([NH:27][C:28]2[N:30]=[C:5]([C:7]3[S:11][C:10](=[O:12])[N:9]([CH3:13])[C:8]=3[CH3:14])[CH:4]=[CH:3][N:29]=2)=[CH:23][CH:22]=1, predict the reactants needed to synthesize it. The reactants are: CN(C)[CH:3]=[CH:4][C:5]([C:7]1[S:11][C:10](=[O:12])[N:9]([CH3:13])[C:8]=1[CH3:14])=O.[N+]([O-])(O)=O.[Cl:20][C:21]1[N:26]=[CH:25][C:24]([NH:27][C:28]([NH2:30])=[NH:29])=[CH:23][CH:22]=1.ClC1N=CC(N)=CC=1.N#CN.[N+]([O-])(O)=O.[OH-].[Na+]. (3) Given the product [Cl:22][C:2]1[N:6]([CH2:7][C:8]2[CH:13]=[CH:12][C:11]([O:14][CH3:15])=[CH:10][CH:9]=2)[N:5]=[N:4][C:3]=1[C:16]([O:18][CH2:19][CH3:20])=[O:17], predict the reactants needed to synthesize it. The reactants are: O[C:2]1[N:6]([CH2:7][C:8]2[CH:13]=[CH:12][C:11]([O:14][CH3:15])=[CH:10][CH:9]=2)[N:5]=[N:4][C:3]=1[C:16]([O:18][CH2:19][CH3:20])=[O:17].P(Cl)(Cl)(Cl)(Cl)[Cl:22]. (4) Given the product [O:24]([C:2]1[C:11]2[C:6](=[CH:7][CH:8]=[C:9]([C:12]([F:15])([F:14])[F:13])[CH:10]=2)[CH:5]=[CH:4][N:3]=1)[C:18]1[CH:23]=[CH:22][CH:21]=[CH:20][CH:19]=1, predict the reactants needed to synthesize it. The reactants are: Cl[C:2]1[C:11]2[C:6](=[CH:7][CH:8]=[C:9]([C:12]([F:15])([F:14])[F:13])[CH:10]=2)[CH:5]=[CH:4][N:3]=1.[OH-].[K+].[C:18]1([OH:24])[CH:23]=[CH:22][CH:21]=[CH:20][CH:19]=1. (5) Given the product [Cl:1][C:2]1[CH:3]=[CH:4][CH:5]=[C:6]2[C:7]=1[C:8](=[O:9])[NH:16][C:15](=[O:14])[NH:11]2, predict the reactants needed to synthesize it. The reactants are: [Cl:1][C:2]1[CH:3]=[CH:4][CH:5]=[C:6]([NH2:11])[C:7]=1[C:8](O)=[O:9].[OH-].[Na+].[O-:14][C:15]#[N:16].[Na+].C(O)(=O)C.Cl. (6) The reactants are: [S:1]([NH2:11])(=[O:10])([C:3]1[CH:8]=[CH:7][C:6]([NH2:9])=[CH:5][CH:4]=1)=[O:2].Cl[C:13]1[CH:18]=[C:17]([O:19][C:20]2[C:21]([C:27]3[CH:32]=[CH:31][CH:30]=[CH:29][N:28]=3)=[N:22][C:23]([CH3:26])=[CH:24][CH:25]=2)[CH:16]=[CH:15][N:14]=1.C([O-])([O-])=O.[Cs+].[Cs+].CC1(C)C2C(=C(P(C3C=CC=CC=3)C3C=CC=CC=3)C=CC=2)OC2C(P(C3C=CC=CC=3)C3C=CC=CC=3)=CC=CC1=2. Given the product [CH3:26][C:23]1[N:22]=[C:21]([C:27]2[CH:32]=[CH:31][CH:30]=[CH:29][N:28]=2)[C:20]([O:19][C:17]2[CH:16]=[CH:15][N:14]=[C:13]([NH:9][C:6]3[CH:5]=[CH:4][C:3]([S:1]([NH2:11])(=[O:10])=[O:2])=[CH:8][CH:7]=3)[CH:18]=2)=[CH:25][CH:24]=1, predict the reactants needed to synthesize it. (7) Given the product [ClH:28].[CH2:1]([O:3][C:4]([C:6]1[CH:10]=[C:9]([CH2:11][NH:21][CH2:20][C:19]2[CH:22]=[CH:23][C:16]([O:15][C:14]([F:13])([F:24])[F:25])=[CH:17][CH:18]=2)[O:8][CH:7]=1)=[O:5])[CH3:2], predict the reactants needed to synthesize it. The reactants are: [CH2:1]([O:3][C:4]([C:6]1[CH:10]=[C:9]([CH:11]=O)[O:8][CH:7]=1)=[O:5])[CH3:2].[F:13][C:14]([F:25])([F:24])[O:15][C:16]1[CH:23]=[CH:22][C:19]([CH2:20][NH2:21])=[CH:18][CH:17]=1.[BH4-].[Na+].[ClH:28]. (8) Given the product [Cl:44][C:41]1[CH:42]=[CH:43][C:38]([C:8]2[CH:7]=[CH:6][C:5]([C:2](=[O:3])[NH:52][CH3:51])=[CH:37][C:9]=2[CH2:10][O:11][C:12]2[CH:13]=[CH:14][C:15]([C:18]3[N:22]([CH:23]4[CH2:28][CH2:27][CH2:26][CH2:25][CH2:24]4)[C:21]4[CH:29]=[CH:30][C:31]([C:33]([O:35][CH3:36])=[O:34])=[CH:32][C:20]=4[N:19]=3)=[CH:16][CH:17]=2)=[CH:39][CH:40]=1, predict the reactants needed to synthesize it. The reactants are: Cl.[C:2]([C:5]1[CH:6]=[CH:7][C:8]([C:38]2[CH:43]=[CH:42][C:41]([Cl:44])=[CH:40][CH:39]=2)=[C:9]([CH:37]=1)[CH2:10][O:11][C:12]1[CH:17]=[CH:16][C:15]([C:18]2[N:22]([CH:23]3[CH2:28][CH2:27][CH2:26][CH2:25][CH2:24]3)[C:21]3[CH:29]=[CH:30][C:31]([C:33]([O:35][CH3:36])=[O:34])=[CH:32][C:20]=3[N:19]=2)=[CH:14][CH:13]=1)(O)=[O:3].C(Cl)(=O)C(Cl)=O.[CH3:51][N:52](C)C=O. (9) Given the product [Cl:21][CH2:22][C:23](/[N:10]=[C:6](\[O:7][CH2:8][CH3:9])/[C:5]1[CH:11]=[CH:12][CH:13]=[C:3]([F:2])[CH:4]=1)=[O:24], predict the reactants needed to synthesize it. The reactants are: Cl.[F:2][C:3]1[CH:4]=[C:5]([CH:11]=[CH:12][CH:13]=1)[C:6](=[NH:10])[O:7][CH2:8][CH3:9].C(N(CC)CC)C.[Cl:21][CH2:22][C:23](Cl)=[O:24]. (10) Given the product [F:29][C:11]1[CH:12]=[C:13]([O:16][C@H:17]2[CH2:22][CH2:21][CH2:20][CH2:19][C@@H:18]2[C:23]2[N:27]([CH3:28])[N:26]=[CH:25][CH:24]=2)[CH:14]=[CH:15][C:10]=1[S:7]([NH:6][C:30]1[CH:35]=[CH:34][N:33]=[CH:32][N:31]=1)(=[O:8])=[O:9], predict the reactants needed to synthesize it. The reactants are: COC1C=C(OC)C=CC=1C[N:6]([C:30]1[CH:35]=[CH:34][N:33]=[CH:32][N:31]=1)[S:7]([C:10]1[CH:15]=[CH:14][C:13]([O:16][C@H:17]2[CH2:22][CH2:21][CH2:20][CH2:19][C@@H:18]2[C:23]2[N:27]([CH3:28])[N:26]=[CH:25][CH:24]=2)=[CH:12][C:11]=1[F:29])(=[O:9])=[O:8].C([SiH](CC)CC)C.FC(F)(F)C(O)=O.